Dataset: Catalyst prediction with 721,799 reactions and 888 catalyst types from USPTO. Task: Predict which catalyst facilitates the given reaction. (1) Reactant: [Cl:1][C:2]1[CH:9]=[C:8](F)[CH:7]=[CH:6][C:3]=1[C:4]#[N:5].[NH2:11][C@@H:12]([CH2:16][C:17]([O:19][C:20]([CH3:23])([CH3:22])[CH3:21])=[O:18])[C:13]([OH:15])=[O:14].C([O-])(O)=O.[Na+]. Product: [Cl:1][C:2]1[CH:9]=[C:8]([NH:11][C@@H:12]([CH2:16][C:17]([O:19][C:20]([CH3:23])([CH3:22])[CH3:21])=[O:18])[C:13]([OH:15])=[O:14])[CH:7]=[CH:6][C:3]=1[C:4]#[N:5]. The catalyst class is: 58. (2) Reactant: [NH2:1][C:2]1[CH:9]=[C:8]([O:10][CH3:11])[CH:7]=[CH:6][C:3]=1[CH2:4][OH:5]. Product: [NH2:1][C:2]1[CH:9]=[C:8]([O:10][CH3:11])[CH:7]=[CH:6][C:3]=1[CH:4]=[O:5]. The catalyst class is: 177. (3) Reactant: CC1(C)C2C(=C(P(C3C=CC=CC=3)C3C=CC=CC=3)C=CC=2)OC2C(P(C3C=CC=CC=3)C3C=CC=CC=3)=CC=CC1=2.C(=O)([O-])[O-].[Cs+].[Cs+].Cl[C:50]1[CH:51]=[C:52]([CH:56]=[CH:57][N:58]=1)[C:53]([NH2:55])=[O:54].[F:59][C:60]([F:69])([F:68])[C:61]1[CH:62]=[CH:63][C:64]([NH2:67])=[N:65][CH:66]=1. Product: [F:69][C:60]([F:59])([F:68])[C:61]1[CH:62]=[CH:63][C:64]([NH:67][C:50]2[CH:51]=[C:52]([CH:56]=[CH:57][N:58]=2)[C:53]([NH2:55])=[O:54])=[N:65][CH:66]=1. The catalyst class is: 160. (4) Reactant: [NH:1]1[CH2:6][CH2:5][CH2:4][CH2:3][CH2:2]1.Cl[S:8]([C:11]1[CH:12]=[CH:13][C:14]([OH:21])=[C:15]([CH:20]=1)[C:16]([O:18][CH3:19])=[O:17])(=[O:10])=[O:9]. Product: [OH:21][C:14]1[CH:13]=[CH:12][C:11]([S:8]([N:1]2[CH2:6][CH2:5][CH2:4][CH2:3][CH2:2]2)(=[O:10])=[O:9])=[CH:20][C:15]=1[C:16]([O:18][CH3:19])=[O:17]. The catalyst class is: 4. (5) Reactant: [H-].[Al+3].[Li+].[H-].[H-].[H-].[NH:7]1[C:13]2[CH:14]=[CH:15][CH:16]=[CH:17][C:12]=2[NH:11][CH2:10][CH2:9][C:8]1=O.[OH-].[NH4+]. Product: [NH:7]1[C:13]2[CH:14]=[CH:15][CH:16]=[CH:17][C:12]=2[NH:11][CH2:10][CH2:9][CH2:8]1. The catalyst class is: 1. (6) Reactant: [OH:1][C:2]1[C:11]2[C:6](=[CH:7][CH:8]=[CH:9][C:10]=2[Cl:12])[N:5]([CH3:13])[C:4](=[O:14])[C:3]=1[C:15]([OH:17])=O.C(Cl)Cl.[CH2:21]([NH:23][C:24]1[CH:29]=[CH:28][CH:27]=[CH:26][CH:25]=1)[CH3:22].S(Cl)(Cl)=O. Product: [CH3:22][CH2:21][N:23]([C:15]([C:3]1[C:4](=[O:14])[N:5]([CH3:13])[C:6]2[CH:7]=[CH:8][CH:9]=[C:10]([Cl:12])[C:11]=2[C:2]=1[OH:1])=[O:17])[C:24]1[CH:25]=[CH:26][CH:27]=[CH:28][CH:29]=1. The catalyst class is: 66. (7) Reactant: [S:1]1[C:5]2[CH:6]=[CH:7][CH:8]=[CH:9][C:4]=2[N:3]=[C:2]1[C:10]1[CH:11]=[CH:12][C:13]([Cl:17])=[C:14]([NH2:16])[CH:15]=1.CS[C:20]1[S:21]/[C:22](=[CH:26]\[C:27]2[CH:28]=[C:29]3[C:34](=[CH:35][CH:36]=2)[N:33]=[CH:32][CH:31]=[CH:30]3)/[C:23](=[O:25])[N:24]=1.C(O)C. Product: [S:1]1[C:5]2[CH:6]=[CH:7][CH:8]=[CH:9][C:4]=2[N:3]=[C:2]1[C:10]1[CH:11]=[CH:12][C:13]([Cl:17])=[C:14]([NH:16][C:20]2[S:21]/[C:22](=[CH:26]\[C:27]3[CH:28]=[C:29]4[C:34](=[CH:35][CH:36]=3)[N:33]=[CH:32][CH:31]=[CH:30]4)/[C:23](=[O:25])[N:24]=2)[CH:15]=1. The catalyst class is: 9. (8) Reactant: [Cl:1][C:2]1[CH:11]=[CH:10][C:9]2[N:8]=[CH:7][C:6]3[N:12]=[C:13]([CH3:21])[N:14]([CH:15]4[CH2:20][CH2:19][NH:18][CH2:17][CH2:16]4)[C:5]=3[C:4]=2[N:3]=1.CCN(CC)CC.[CH:29]1([C:32](Cl)=[O:33])[CH2:31][CH2:30]1. The catalyst class is: 1. Product: [Cl:1][C:2]1[CH:11]=[CH:10][C:9]2[N:8]=[CH:7][C:6]3[N:12]=[C:13]([CH3:21])[N:14]([CH:15]4[CH2:20][CH2:19][N:18]([C:32]([CH:29]5[CH2:31][CH2:30]5)=[O:33])[CH2:17][CH2:16]4)[C:5]=3[C:4]=2[N:3]=1. (9) Reactant: [Li+].[CH3:2][Si:3]([N-][Si:3]([CH3:5])([CH3:4])[CH3:2])([CH3:5])[CH3:4].[F:11][C:12]1[CH:19]=[CH:18][C:17]([F:20])=[CH:16][C:13]=1[CH:14]=O.C[Si](Cl)(C)C.[CH2:26]([N:28](CC)CC)[CH3:27].C(Cl)(=[O:35])C. Product: [F:11][C:12]1[CH:19]=[CH:18][C:17]([F:20])=[CH:16][C:13]=1[CH:14]=[N:28][C:26]([O:35][Si:3]([CH3:5])([CH3:4])[CH3:2])=[CH2:27]. The catalyst class is: 385. (10) Reactant: C[N:2](C)[CH:3]=[CH:4][C:5]([C:7]1[C:12](=[O:13])[CH:11]=[CH:10][N:9]([C:14]2[CH:19]=[CH:18][C:17]([CH3:20])=[CH:16][CH:15]=2)[N:8]=1)=O.[C:22]1([NH:28]N)[CH:27]=[CH:26][CH:25]=[CH:24][CH:23]=1. Product: [CH3:20][C:17]1[CH:18]=[CH:19][C:14]([N:9]2[CH:10]=[CH:11][C:12](=[O:13])[C:7]([C:5]3[N:28]([C:22]4[CH:27]=[CH:26][CH:25]=[CH:24][CH:23]=4)[N:2]=[CH:3][CH:4]=3)=[N:8]2)=[CH:15][CH:16]=1. The catalyst class is: 5.